This data is from Full USPTO retrosynthesis dataset with 1.9M reactions from patents (1976-2016). The task is: Predict the reactants needed to synthesize the given product. (1) Given the product [F:1][C:2]([F:7])([F:6])[C:3]([OH:5])=[O:4].[CH3:8][C@H:9]([O:13][C:14]1[NH:15][C:16]([NH2:25])=[C:17]2[C:21]([N:22]=1)=[N:20][C:19]([O:23][CH3:24])=[N:18]2)[CH2:10][CH2:11][CH3:12], predict the reactants needed to synthesize it. The reactants are: [F:1][C:2]([F:7])([F:6])[C:3]([OH:5])=[O:4].[CH3:8][C@@H:9]([O:13][C:14]1[NH:15][C:16]([NH2:25])=[C:17]2[C:21]([N:22]=1)=[N:20][C:19]([O:23][CH3:24])=[N:18]2)[CH2:10][CH2:11][CH3:12].C[C@H](OC1N=C2C(N=C(OC)N2C2CCCCO2)=C(N)N=1)CCC. (2) Given the product [CH2:10]([C:12]1[S:21][C:20]2[NH:19][C:18]3[CH:22]=[CH:23][CH:24]=[CH:25][C:17]=3[N:16]=[C:15]([N:39]3[CH2:38][CH2:37][NH:36][C@@H:35]([CH2:32][CH2:31][C:30]4[CH:29]=[CH:34][C:33]([O:6][CH3:7])=[CH:43][CH:42]=4)[CH2:40]3)[C:14]=2[N:13]=1)[CH3:11], predict the reactants needed to synthesize it. The reactants are: FC(F)(F)S([O:6][CH3:7])(=O)=O.[CH2:10]([C:12]1[S:21][C:20]2[NH:19][C:18]3[CH:22]=[CH:23][CH:24]=[CH:25][C:17]=3[NH:16][C:15](=S)[C:14]=2[N:13]=1)[CH3:11].CO[C:29]1[CH:34]=[CH:33][C:32]([C@H:35]2[CH2:40][NH:39][CH2:38][CH2:37][NH:36]2)=[CH:31][CH:30]=1.N1C=CC=[CH:43][CH:42]=1.